This data is from Peptide-MHC class I binding affinity with 185,985 pairs from IEDB/IMGT. The task is: Regression. Given a peptide amino acid sequence and an MHC pseudo amino acid sequence, predict their binding affinity value. This is MHC class I binding data. (1) The binding affinity (normalized) is 0.0847. The MHC is HLA-A25:01 with pseudo-sequence HLA-A25:01. The peptide sequence is ELQENITAH. (2) The peptide sequence is MAAEQRRST. The MHC is HLA-A02:03 with pseudo-sequence HLA-A02:03. The binding affinity (normalized) is 0.143. (3) The peptide sequence is KCSDHYICLK. The MHC is HLA-A33:01 with pseudo-sequence HLA-A33:01. The binding affinity (normalized) is 0.167. (4) The peptide sequence is FLQQSIFRF. The MHC is HLA-A02:03 with pseudo-sequence HLA-A02:03. The binding affinity (normalized) is 0.389. (5) The peptide sequence is SYLTVHQMI. The MHC is HLA-A24:02 with pseudo-sequence HLA-A24:02. The binding affinity (normalized) is 1.00. (6) The peptide sequence is RRAARAEYL. The MHC is HLA-B35:01 with pseudo-sequence HLA-B35:01. The binding affinity (normalized) is 0. (7) The peptide sequence is ETKKTMLAL. The MHC is HLA-B40:01 with pseudo-sequence HLA-B40:01. The binding affinity (normalized) is 0.0847. (8) The binding affinity (normalized) is 0.140. The MHC is HLA-A31:01 with pseudo-sequence HLA-A31:01. The peptide sequence is RAIMATIQRK.